This data is from Catalyst prediction with 721,799 reactions and 888 catalyst types from USPTO. The task is: Predict which catalyst facilitates the given reaction. (1) Reactant: [NH2:1][C:2]1[S:3][C:4]([C:7]([O:9][CH3:10])=[O:8])=[CH:5][N:6]=1.O1CCC[CH2:12]1.C(N(C(C)C)CC)(C)C.[CH:25]1[CH:30]=[C:29]([C:31](Cl)=[O:32])[C:28]([C:34](Cl)=[O:35])=[CH:27][CH:26]=1.[OH2:37]. Product: [CH3:12][O:37][C:31]([C:29]1[CH:30]=[CH:25][CH:26]=[CH:27][C:28]=1[C:34]([NH:1][C:2]1[S:3][C:4]([C:7]([O:9][CH3:10])=[O:8])=[CH:5][N:6]=1)=[O:35])=[O:32]. The catalyst class is: 5. (2) The catalyst class is: 3. Product: [CH2:20]([O:22][C:23]1[CH:24]=[C:25]([NH:26][CH:2]([C:14]2[CH:19]=[CH:18][CH:17]=[CH:16][CH:15]=2)[C:3]([C:5]2[C:13]3[C:8](=[CH:9][CH:10]=[CH:11][CH:12]=3)[NH:7][CH:6]=2)=[O:4])[CH:27]=[CH:28][CH:29]=1)[CH3:21]. Reactant: Cl[CH:2]([C:14]1[CH:19]=[CH:18][CH:17]=[CH:16][CH:15]=1)[C:3]([C:5]1[C:13]2[C:8](=[CH:9][CH:10]=[CH:11][CH:12]=2)[NH:7][CH:6]=1)=[O:4].[CH2:20]([O:22][C:23]1[CH:24]=[C:25]([CH:27]=[CH:28][CH:29]=1)[NH2:26])[CH3:21].CCN(C(C)C)C(C)C. (3) Reactant: [CH3:1][N:2]1[CH:7]=[CH:6][CH:5]=[C:4]([C:8]([OH:10])=O)[C:3]1=[O:11].[NH2:12][C@@H:13]([CH2:21][CH2:22][CH2:23][NH:24][C:25]([NH:27][S:28]([C:31]1[C:32]([CH3:45])=[C:33]2[C:38](=[C:39]([CH3:42])[C:40]=1[CH3:41])[O:37][C:36]([CH3:44])([CH3:43])[CH2:35][CH2:34]2)(=[O:30])=[O:29])=[NH:26])[C:14]([O:16][C:17]([CH3:20])([CH3:19])[CH3:18])=[O:15].CN(C(ON1N=NC2C=CC=CC1=2)=[N+](C)C)C.F[P-](F)(F)(F)(F)F.CCN(C(C)C)C(C)C. Product: [CH3:1][N:2]1[CH:7]=[CH:6][CH:5]=[C:4]([C:8]([NH:12][C@@H:13]([CH2:21][CH2:22][CH2:23][NH:24][C:25]([NH:27][S:28]([C:31]2[C:32]([CH3:45])=[C:33]3[C:38](=[C:39]([CH3:42])[C:40]=2[CH3:41])[O:37][C:36]([CH3:44])([CH3:43])[CH2:35][CH2:34]3)(=[O:29])=[O:30])=[NH:26])[C:14]([O:16][C:17]([CH3:18])([CH3:19])[CH3:20])=[O:15])=[O:10])[C:3]1=[O:11]. The catalyst class is: 3. (4) Reactant: [Cl:1][C:2]1[CH:7]=[CH:6][CH:5]=[CH:4][C:3]=1[C:8]1[N:9]([C:16]2[CH:21]=[CH:20][C:19]([Cl:22])=[CH:18][CH:17]=2)[CH:10]=[C:11]([C:13](O)=[O:14])[N:12]=1.F[P-](F)(F)(F)(F)F.N1(OC(N(C)C)=[N+](C)C)[C:34]2[N:35]=[CH:36][CH:37]=[CH:38][C:33]=2[N:32]=N1.CN1CCOCC1.NC1C=NC=CC=1. Product: [Cl:1][C:2]1[CH:7]=[CH:6][CH:5]=[CH:4][C:3]=1[C:8]1[N:9]([C:16]2[CH:17]=[CH:18][C:19]([Cl:22])=[CH:20][CH:21]=2)[CH:10]=[C:11]([C:13]([NH:32][C:33]2[CH:34]=[N:35][CH:36]=[CH:37][CH:38]=2)=[O:14])[N:12]=1. The catalyst class is: 4. (5) Reactant: [Br:1][CH2:2][C:3](=O)[C:4]([O:6][CH2:7][CH3:8])=[O:5].[NH2:10][C:11]([NH:13][C:14]([NH:16][C:17](=[O:23])[O:18][C:19]([CH3:22])([CH3:21])[CH3:20])=[NH:15])=[S:12]. Product: [BrH:1].[C:19]([O:18][C:17]([NH:16][C:14]([NH:13][C:11]1[S:12][CH:2]=[C:3]([C:4]([O:6][CH2:7][CH3:8])=[O:5])[N:10]=1)=[NH:15])=[O:23])([CH3:22])([CH3:20])[CH3:21]. The catalyst class is: 21. (6) Reactant: Br[C:2]1[CH:3]=[C:4]([C:8]([CH3:23])([CH3:22])[C@H:9]([N:13]([C:15](OC(C)(C)C)=O)C)[C:10]([OH:12])=[O:11])[CH:5]=[CH:6][CH:7]=1.CC1C=NC2C(C=1C)=CC=C1C=2N=CC(C)=C1C.CO.[CH2:44]([OH:59])[CH2:45][O:46][CH2:47][CH2:48][O:49][CH2:50][CH2:51][O:52][CH2:53][CH2:54][O:55][CH2:56][CH2:57][OH:58]. Product: [OH:58][CH2:57][CH2:56][O:55][CH2:54][CH2:53][O:52][CH2:51][CH2:50][O:49][CH2:48][CH2:47][O:46][CH2:45][CH2:44][O:59][C:2]1[CH:3]=[C:4]([C:8]([CH3:22])([CH3:23])[C@H:9]([NH:13][CH3:15])[C:10]([OH:12])=[O:11])[CH:5]=[CH:6][CH:7]=1. The catalyst class is: 205. (7) Reactant: C(N(CC)CC)C.[CH3:8][S:9](Cl)(=[O:11])=[O:10].[Cl:13][C:14]1[S:38][C:17]2[N:18]=[CH:19][N:20]=[C:21]([NH:22][C:23]3[C:24]([O:29][C@H:30]4[CH2:35][CH2:34][C@H:33]([NH:36][CH3:37])[CH2:32][CH2:31]4)=[N:25][CH:26]=[CH:27][CH:28]=3)[C:16]=2[C:15]=1[CH3:39]. Product: [Cl:13][C:14]1[S:38][C:17]2[N:18]=[CH:19][N:20]=[C:21]([NH:22][C:23]3[C:24]([O:29][C@H:30]4[CH2:31][CH2:32][C@H:33]([N:36]([CH3:37])[S:9]([CH3:8])(=[O:11])=[O:10])[CH2:34][CH2:35]4)=[N:25][CH:26]=[CH:27][CH:28]=3)[C:16]=2[C:15]=1[CH3:39]. The catalyst class is: 34. (8) Reactant: [NH2:1][C:2]1[CH:7]=[C:6]([CH3:8])[CH:5]=[CH:4][C:3]=1[OH:9].C1N=CN([C:15](N2C=NC=C2)=[O:16])C=1. Product: [CH3:8][C:6]1[CH:5]=[CH:4][C:3]2[O:9][C:15](=[O:16])[NH:1][C:2]=2[CH:7]=1. The catalyst class is: 56. (9) Reactant: [Cl:1][C:2]1[CH:3]=[C:4]([CH:8]([CH2:11][CH3:12])[C:9]#[N:10])[CH:5]=[CH:6][CH:7]=1.[CH3:13]I.[H-].[Na+]. Product: [Cl:1][C:2]1[CH:3]=[C:4]([C:8]([CH3:13])([CH2:11][CH3:12])[C:9]#[N:10])[CH:5]=[CH:6][CH:7]=1. The catalyst class is: 16. (10) Reactant: [H-].[Na+].[I-].C[S+](C)C.[CH3:8][O:9][C:10]1[CH:50]=[CH:49][C:13]([CH2:14][N:15]2[C:42](=[O:43])[C:18]3=[C:19]([CH:40]=[O:41])[CH:20]=[C:21]([N:24]([CH2:31][C:32]4[CH:37]=[CH:36][C:35]([O:38][CH3:39])=[CH:34][CH:33]=4)[C:25]4[CH:30]=[CH:29][N:28]=[CH:27][N:26]=4)[C:22](=[O:23])[N:17]3[C:16]32[CH2:48][CH2:47][CH2:46][CH2:45][CH2:44]3)=[CH:12][CH:11]=1.O1CCC[CH2:52]1. Product: [CH3:8][O:9][C:10]1[CH:50]=[CH:49][C:13]([CH2:14][N:15]2[C:42](=[O:43])[C:18]3=[C:19]([CH:40]4[CH2:52][O:41]4)[CH:20]=[C:21]([N:24]([CH2:31][C:32]4[CH:37]=[CH:36][C:35]([O:38][CH3:39])=[CH:34][CH:33]=4)[C:25]4[CH:30]=[CH:29][N:28]=[CH:27][N:26]=4)[C:22](=[O:23])[N:17]3[C:16]32[CH2:48][CH2:47][CH2:46][CH2:45][CH2:44]3)=[CH:12][CH:11]=1. The catalyst class is: 58.